This data is from Forward reaction prediction with 1.9M reactions from USPTO patents (1976-2016). The task is: Predict the product of the given reaction. Given the reactants [CH2:1]([Li])[CH2:2][CH2:3][CH3:4].ClC(Cl)=C(Cl)C(Cl)=C(Cl)Cl.[CH3:16][N:17]([Si:19]([CH3:22])([CH3:21])Cl)[CH3:18], predict the reaction product. The product is: [CH3:16][N:17]([Si:19]([CH3:22])([CH3:21])[C:1]#[C:2][C:3]#[C:4][Si:19]([N:17]([CH3:18])[CH3:16])([CH3:22])[CH3:21])[CH3:18].